From a dataset of Catalyst prediction with 721,799 reactions and 888 catalyst types from USPTO. Predict which catalyst facilitates the given reaction. (1) Reactant: [F:1][C:2]1[CH:7]=[C:6]([F:8])[C:5]([F:9])=[CH:4][C:3]=1[C@@H:10]1[CH2:19][CH2:18][C:13]2([O:17][CH2:16][CH2:15][O:14]2)[CH2:12][C@H:11]1[C:20]([O-:22])=[O:21].CO.[OH-].[Li+].Cl. Product: [F:1][C:2]1[CH:7]=[C:6]([F:8])[C:5]([F:9])=[CH:4][C:3]=1[C@@H:10]1[CH2:19][CH2:18][C:13]2([O:14][CH2:15][CH2:16][O:17]2)[CH2:12][C@H:11]1[C:20]([OH:22])=[O:21]. The catalyst class is: 7. (2) Reactant: [NH2:1][C:2]1[C:3]([NH:8][CH2:9][CH:10]2[CH2:15][CH2:14][C:13]([C:20]3[CH:25]=[CH:24][CH:23]=[CH:22][CH:21]=3)([C:16]([O:18][CH3:19])=[O:17])[CH2:12][CH2:11]2)=[N:4][CH:5]=[CH:6][CH:7]=1.[F:26][C:27]([F:33])([F:32])[CH2:28][C:29](O)=[O:30].Cl.CN(C)CCCN=C=NCC.O.ON1C2C=CC=CC=2N=N1.CCN(CC)CC. Product: [NH3:1].[C:20]1([C:13]2([C:16]([O:18][CH3:19])=[O:17])[CH2:12][CH2:11][CH:10]([CH2:9][NH:8][C:3]3[C:2]([NH:1][C:29](=[O:30])[CH2:28][C:27]([F:33])([F:32])[F:26])=[CH:7][CH:6]=[CH:5][N:4]=3)[CH2:15][CH2:14]2)[CH:25]=[CH:24][CH:23]=[CH:22][CH:21]=1. The catalyst class is: 31. (3) Reactant: [F:1][C:2]1[CH:3]=[C:4]([NH:9][C:10]2[CH:15]=[CH:14][CH:13]=[CH:12][CH:11]=2)[C:5]([NH2:8])=[CH:6][CH:7]=1.[C:16]([O:20][C:21]([NH:23][C@@H:24]([CH2:28][O:29][CH3:30])[C:25](O)=[O:26])=[O:22])([CH3:19])([CH3:18])[CH3:17].C1C=NC2N(O)N=NC=2C=1.CN1CCOCC1.Cl.CN(C)CCCN=C=NCC. Product: [C:16]([O:20][C:21](=[O:22])[NH:23][C@H:24]([C:25](=[O:26])[NH:8][C:5]1[CH:6]=[CH:7][C:2]([F:1])=[CH:3][C:4]=1[NH:9][C:10]1[CH:15]=[CH:14][CH:13]=[CH:12][CH:11]=1)[CH2:28][O:29][CH3:30])([CH3:19])([CH3:17])[CH3:18]. The catalyst class is: 2. (4) Reactant: [NH2:1][C:2]1[C:3]([N:11]([CH:13]([CH3:16])[CH2:14]Cl)[CH3:12])=[CH:4][C:5]([Br:10])=[C:6]([CH:9]=1)[C:7]#[N:8].[I-].[K+].C(=O)([O-])[O-].[K+].[K+].O. Product: [Br:10][C:5]1[CH:4]=[C:3]2[C:2]([NH:1][CH2:14][CH:13]([CH3:16])[N:11]2[CH3:12])=[CH:9][C:6]=1[C:7]#[N:8]. The catalyst class is: 3.